This data is from Peptide-MHC class I binding affinity with 185,985 pairs from IEDB/IMGT. The task is: Regression. Given a peptide amino acid sequence and an MHC pseudo amino acid sequence, predict their binding affinity value. This is MHC class I binding data. The peptide sequence is AQIGVIGVF. The MHC is HLA-B15:09 with pseudo-sequence HLA-B15:09. The binding affinity (normalized) is 0.0847.